This data is from Catalyst prediction with 721,799 reactions and 888 catalyst types from USPTO. The task is: Predict which catalyst facilitates the given reaction. (1) Reactant: [CH:1]([O:4][P:5]([CH2:11][O:12][CH2:13][N:14]1[C:22]([CH2:23][CH2:24][CH2:25]O)=[N:21][C:20]2[C:15]1=[N:16][C:17]([C:30]([C:43]1[CH:48]=[CH:47][CH:46]=[CH:45][CH:44]=1)([C:37]1[CH:42]=[CH:41][CH:40]=[CH:39][CH:38]=1)[C:31]1[CH:36]=[CH:35][CH:34]=[CH:33][CH:32]=1)=[N:18][C:19]=2[NH:27][O:28][CH3:29])([O:7][CH:8]([CH3:10])[CH3:9])=[O:6])([CH3:3])[CH3:2].CS(Cl)(=O)=O.[N-:54]=[N+:55]=[N-:56].[Na+]. Product: [CH:8]([O:7][P:5]([CH2:11][O:12][CH2:13][N:14]1[C:22]([CH2:23][CH2:24][CH2:25][N:54]=[N+:55]=[N-:56])=[N:21][C:20]2[C:15]1=[N:16][C:17]([C:30]([C:43]1[CH:44]=[CH:45][CH:46]=[CH:47][CH:48]=1)([C:37]1[CH:42]=[CH:41][CH:40]=[CH:39][CH:38]=1)[C:31]1[CH:36]=[CH:35][CH:34]=[CH:33][CH:32]=1)=[N:18][C:19]=2[NH:27][O:28][CH3:29])([O:4][CH:1]([CH3:3])[CH3:2])=[O:6])([CH3:10])[CH3:9]. The catalyst class is: 300. (2) Product: [C:18]1([C:15]2[CH:14]=[CH:13][C:12]([O:35][C:33](=[O:34])[N:32]([CH3:37])[C@H:28]3[C:29](=[O:31])[O:30][C@@H:27]3[CH2:49][CH3:50])=[CH:17][CH:16]=2)[CH:19]=[CH:20][CH:21]=[CH:22][CH:23]=1. The catalyst class is: 2. Reactant: O[C@H](CC)[C@@H](N([C:12]1[CH:17]=[CH:16][C:15]([C:18]2[CH:23]=[CH:22][CH:21]=[CH:20][CH:19]=2)=[CH:14][CH:13]=1)C(OC)=O)C(O)=O.O[C@@H:27]([CH2:49][CH3:50])[C@@H:28]([N:32]([C:37]1C=CC(C2C=CC=CC=2)=CC=1)[C:33]([O:35]C)=[O:34])[C:29]([OH:31])=[O:30].CCN(CC)CC.CN(C(ON1N=NC2C=CC=CC1=2)=[N+](C)C)C.[B-](F)(F)(F)F. (3) Reactant: Cl[CH2:2][CH2:3][CH2:4][S:5]([O:8][CH2:9][C:10]([CH3:28])([CH3:27])[CH:11]([O:17][CH2:18][C:19]1[CH:24]=[CH:23][C:22]([O:25][CH3:26])=[CH:21][CH:20]=1)[C:12]([O:14][CH2:15][CH3:16])=[O:13])(=[O:7])=[O:6].[N-:29]=[N+:30]=[N-:31].[Na+]. Product: [N:29]([CH2:2][CH2:3][CH2:4][S:5]([O:8][CH2:9][C:10]([CH3:28])([CH3:27])[CH:11]([O:17][CH2:18][C:19]1[CH:24]=[CH:23][C:22]([O:25][CH3:26])=[CH:21][CH:20]=1)[C:12]([O:14][CH2:15][CH3:16])=[O:13])(=[O:7])=[O:6])=[N+:30]=[N-:31]. The catalyst class is: 16. (4) Reactant: F[C:2]1[CH:3]=[CH:4][C:5]([N+:10]([O-:12])=[O:11])=[C:6]([C:8]#[N:9])[CH:7]=1.[CH3:13][N:14]1[CH2:19][CH2:18][NH:17][CH2:16][CH2:15]1.C(N(CC)CC)C.O. Product: [CH3:13][N:14]1[CH2:19][CH2:18][N:17]([C:2]2[CH:3]=[CH:4][C:5]([N+:10]([O-:12])=[O:11])=[C:6]([C:8]#[N:9])[CH:7]=2)[CH2:16][CH2:15]1. The catalyst class is: 37. (5) Reactant: [N:1]1([C:7]2[N:12]=[C:11]([NH2:13])[C:10]([N+:14]([O-])=O)=[CH:9][CH:8]=2)[CH2:6][CH2:5][O:4][CH2:3][CH2:2]1.C(=O)(O)[O-].[Na+]. Product: [N:1]1([C:7]2[N:12]=[C:11]([NH2:13])[C:10]([NH2:14])=[CH:9][CH:8]=2)[CH2:6][CH2:5][O:4][CH2:3][CH2:2]1. The catalyst class is: 180. (6) Reactant: [Si:1](Cl)([C:4]([CH3:7])([CH3:6])[CH3:5])([CH3:3])[CH3:2].[Cl:9][C:10]1[N:17]=[C:16]([NH:18][CH2:19][CH2:20][CH2:21][OH:22])[C:15]([F:23])=[CH:14][C:11]=1[C:12]#[N:13].ClC1N=C(Cl)C(F)=CC=1C#N.CCN(CC)CC. Product: [Si:1]([O:22][CH2:21][CH2:20][CH2:19][NH:18][C:16]1[C:15]([F:23])=[CH:14][C:11]([C:12]#[N:13])=[C:10]([Cl:9])[N:17]=1)([C:4]([CH3:7])([CH3:6])[CH3:5])([CH3:3])[CH3:2]. The catalyst class is: 64.